From a dataset of Forward reaction prediction with 1.9M reactions from USPTO patents (1976-2016). Predict the product of the given reaction. Given the reactants [CH3:1][C:2]([CH3:9])=[CH:3][C:4]([N:6]=[C:7]=[S:8])=[O:5].[NH:10]1[CH2:15][CH2:14][CH2:13][CH2:12][CH2:11]1, predict the reaction product. The product is: [N:10]1([C:7]([NH:6][C:4](=[O:5])[CH:3]=[C:2]([CH3:9])[CH3:1])=[S:8])[CH2:15][CH2:14][CH2:13][CH2:12][CH2:11]1.